This data is from NCI-60 drug combinations with 297,098 pairs across 59 cell lines. The task is: Regression. Given two drug SMILES strings and cell line genomic features, predict the synergy score measuring deviation from expected non-interaction effect. Drug 1: CCC1(CC2CC(C3=C(CCN(C2)C1)C4=CC=CC=C4N3)(C5=C(C=C6C(=C5)C78CCN9C7C(C=CC9)(C(C(C8N6C=O)(C(=O)OC)O)OC(=O)C)CC)OC)C(=O)OC)O.OS(=O)(=O)O. Drug 2: C1=NC(=NC(=O)N1C2C(C(C(O2)CO)O)O)N. Cell line: SN12C. Synergy scores: CSS=18.7, Synergy_ZIP=-6.36, Synergy_Bliss=-2.95, Synergy_Loewe=-9.58, Synergy_HSA=-2.21.